This data is from Full USPTO retrosynthesis dataset with 1.9M reactions from patents (1976-2016). The task is: Predict the reactants needed to synthesize the given product. (1) Given the product [Cl:1][C:2]1[CH:7]=[C:6]([Cl:8])[CH:5]=[CH:4][C:3]=1[C:9](=[O:12])[CH:10]=[CH2:11], predict the reactants needed to synthesize it. The reactants are: [Cl:1][C:2]1[CH:7]=[C:6]([Cl:8])[CH:5]=[CH:4][C:3]=1[CH:9]([OH:12])[CH:10]=[CH2:11].[Cr](O[Cr]([O-])(=O)=O)([O-])(=O)=O.[K+].[K+].S(=O)(=O)(O)O. (2) Given the product [Cl:5][C:6]1[CH:7]=[C:8]([NH:9][C:3]([NH2:2])=[S:4])[CH:10]=[CH:11][CH:12]=1, predict the reactants needed to synthesize it. The reactants are: [NH4+].[N:2]#[C:3][S-:4].[Cl:5][C:6]1[CH:7]=[C:8]([CH:10]=[CH:11][CH:12]=1)[NH2:9]. (3) Given the product [CH2:3]([N:22]1[C:23]2=[N:29][N:28]([CH2:30][C:31]3[C:40]4[C:35](=[CH:36][CH:37]=[CH:38][CH:39]=4)[CH:34]=[CH:33][CH:32]=3)[C:27]([C:41]3[CH:42]=[CH:43][N:44]=[CH:45][CH:46]=3)=[C:24]2[C:25](=[O:26])[N:20]([CH3:19])[C:21]1=[O:47])[CH:2]=[CH2:1], predict the reactants needed to synthesize it. The reactants are: [CH2:1](O)[CH:2]=[CH2:3].CS(Cl)(=O)=O.CCN(C(C)C)C(C)C.[CH3:19][N:20]1[C:25](=[O:26])[C:24]2=[C:27]([C:41]3[CH:46]=[CH:45][N:44]=[CH:43][CH:42]=3)[N:28]([CH2:30][C:31]3[C:40]4[C:35](=[CH:36][CH:37]=[CH:38][CH:39]=4)[CH:34]=[CH:33][CH:32]=3)[N:29]=[C:23]2[NH:22][C:21]1=[O:47].C(=O)([O-])[O-].[Cs+].[Cs+].S([O-])(=O)(=O)C. (4) Given the product [CH3:1][C:2]1[C:6]([CH2:7][N:8]2[CH:12]=[C:11]([N:13]3[C:17](=[O:18])[CH:16]([CH2:19][C:20]([NH:25][C:26]4[CH:31]=[CH:30][CH:29]=[CH:28][CH:27]=4)=[O:22])[NH:15][C:14]3=[O:23])[CH:10]=[N:9]2)=[C:5]([CH3:24])[O:4][N:3]=1, predict the reactants needed to synthesize it. The reactants are: [CH3:1][C:2]1[C:6]([CH2:7][N:8]2[CH:12]=[C:11]([N:13]3[C:17](=[O:18])[CH:16]([CH2:19][C:20]([OH:22])=O)[NH:15][C:14]3=[O:23])[CH:10]=[N:9]2)=[C:5]([CH3:24])[O:4][N:3]=1.[NH2:25][C:26]1[CH:31]=[CH:30][CH:29]=[CH:28][CH:27]=1.